From a dataset of NCI-60 drug combinations with 297,098 pairs across 59 cell lines. Regression. Given two drug SMILES strings and cell line genomic features, predict the synergy score measuring deviation from expected non-interaction effect. Drug 1: C1CC(C1)(C(=O)O)C(=O)O.[NH2-].[NH2-].[Pt+2]. Drug 2: CC12CCC3C(C1CCC2O)C(CC4=C3C=CC(=C4)O)CCCCCCCCCS(=O)CCCC(C(F)(F)F)(F)F. Cell line: SK-MEL-28. Synergy scores: CSS=3.06, Synergy_ZIP=-3.30, Synergy_Bliss=-2.24, Synergy_Loewe=-2.72, Synergy_HSA=-1.58.